This data is from Forward reaction prediction with 1.9M reactions from USPTO patents (1976-2016). The task is: Predict the product of the given reaction. Given the reactants C1(P(C2C=CC=CC=2)C2C=CC=CC=2)C=CC=CC=1.[CH3:20][C:21]1[O:25][N:24]=[C:23]([C:26]2[CH:31]=[CH:30][CH:29]=[CH:28][CH:27]=2)[C:22]=1[C:32]1[N:36]2[CH2:37][C:38]3[C:43]([C:35]2=[N:34][N:33]=1)=[CH:42][C:41]([OH:44])=[CH:40][CH:39]=3.O[CH2:46][C:47]1[CH:48]=[N:49][CH:50]=[CH:51][CH:52]=1.N(C(OCC)=O)=NC(OCC)=O, predict the reaction product. The product is: [CH3:20][C:21]1[O:25][N:24]=[C:23]([C:26]2[CH:31]=[CH:30][CH:29]=[CH:28][CH:27]=2)[C:22]=1[C:32]1[N:36]2[CH2:37][C:38]3[C:43]([C:35]2=[N:34][N:33]=1)=[CH:42][C:41]([O:44][CH2:46][C:47]1[CH:48]=[N:49][CH:50]=[CH:51][CH:52]=1)=[CH:40][CH:39]=3.